This data is from Reaction yield outcomes from USPTO patents with 853,638 reactions. The task is: Predict the reaction yield, written as a fraction of the theoretical maximum amount of product (1.0 means a 100% yield; for example, 0.34 means a 34% yield). (1) The reactants are [N:1]1([C:7]2[S:8]/[C:9](=[CH:13]\[C:14]3[CH:19]=[CH:18][C:17]([F:20])=[CH:16][C:15]=3[OH:21])/[C:10](=[O:12])[N:11]=2)[CH2:6][CH2:5][CH2:4][CH2:3][NH:2]1.C(=O)([O-])[O-].[K+].[K+].[O:28]1[CH2:32][CH2:31][CH2:30][N:29]1[C:33]([Cl:35])=[O:34].Cl.O1CCCN1. The catalyst is C(#N)C. The product is [ClH:35].[O:28]1[CH2:32][CH2:31][CH2:30][N:29]1[C:33]([O:21][C:15]1[CH:16]=[C:17]([F:20])[CH:18]=[CH:19][C:14]=1/[CH:13]=[C:9]1\[C:10](=[O:12])[N:11]=[C:7]([N:1]2[CH2:6][CH2:5][CH2:4][CH2:3][NH:2]2)[S:8]\1)=[O:34]. The yield is 0.340. (2) The reactants are [CH2:1]([O:8][C:9]1[CH:10]=[N:11][C:12]2[CH2:13][CH2:14][N:15](CC3C=CC(OC)=CC=3)[C:16](=[O:19])[C:17]=2[CH:18]=1)[C:2]1[CH:7]=[CH:6][CH:5]=[CH:4][CH:3]=1.[N+]([O-])([O-])=O.[NH4+].[Ce]. The catalyst is CC#N.O. The product is [CH2:1]([O:8][C:9]1[CH:10]=[N:11][C:12]2[CH2:13][CH2:14][NH:15][C:16](=[O:19])[C:17]=2[CH:18]=1)[C:2]1[CH:3]=[CH:4][CH:5]=[CH:6][CH:7]=1. The yield is 0.410. (3) The reactants are [C:1]([C:3]1[CH:4]=[C:5]([C:13]2[S:17][C:16]([C:18]3[C:19]([CH3:35])=[C:20]4[C:25](=[CH:26][CH:27]=3)[CH2:24][N:23]([CH2:28][CH2:29][C:30]([O:32]CC)=[O:31])[CH2:22][CH2:21]4)=[N:15][N:14]=2)[CH:6]=[CH:7][C:8]=1[O:9][CH:10]([CH3:12])[CH3:11])#[N:2].[OH-].[Na+:37]. The catalyst is C(O)C. The product is [Na+:37].[C:1]([C:3]1[CH:4]=[C:5]([C:13]2[S:17][C:16]([C:18]3[C:19]([CH3:35])=[C:20]4[C:25](=[CH:26][CH:27]=3)[CH2:24][N:23]([CH2:28][CH2:29][C:30]([O-:32])=[O:31])[CH2:22][CH2:21]4)=[N:15][N:14]=2)[CH:6]=[CH:7][C:8]=1[O:9][CH:10]([CH3:12])[CH3:11])#[N:2]. The yield is 0.910.